Task: Regression. Given two drug SMILES strings and cell line genomic features, predict the synergy score measuring deviation from expected non-interaction effect.. Dataset: NCI-60 drug combinations with 297,098 pairs across 59 cell lines (1) Drug 1: CC(C1=C(C=CC(=C1Cl)F)Cl)OC2=C(N=CC(=C2)C3=CN(N=C3)C4CCNCC4)N. Drug 2: C1=CC(=CC=C1C#N)C(C2=CC=C(C=C2)C#N)N3C=NC=N3. Cell line: PC-3. Synergy scores: CSS=3.82, Synergy_ZIP=-0.786, Synergy_Bliss=1.82, Synergy_Loewe=-4.84, Synergy_HSA=1.11. (2) Drug 1: C1CN(CCN1C(=O)CCBr)C(=O)CCBr. Drug 2: C1CNP(=O)(OC1)N(CCCl)CCCl. Cell line: HOP-92. Synergy scores: CSS=22.5, Synergy_ZIP=-6.96, Synergy_Bliss=1.31, Synergy_Loewe=-9.79, Synergy_HSA=1.77.